Dataset: Reaction yield outcomes from USPTO patents with 853,638 reactions. Task: Predict the reaction yield, written as a fraction of the theoretical maximum amount of product (1.0 means a 100% yield; for example, 0.34 means a 34% yield). (1) The reactants are [NH2:1][C:2]1[CH:7]=[CH:6][C:5]([P:8](=[O:11])([CH3:10])[CH3:9])=[CH:4][CH:3]=1.Cl[C:13]1[N:18]=[C:17]([Cl:19])[C:16]([C:20]([F:23])([F:22])[F:21])=[CH:15][N:14]=1. The catalyst is CN(C)C(=O)C.C(N(C(C)C)CC)(C)C. The product is [Cl:19][C:17]1[C:16]([C:20]([F:22])([F:21])[F:23])=[CH:15][N:14]=[C:13]([NH:1][C:2]2[CH:3]=[CH:4][C:5]([P:8]([CH3:9])([CH3:10])=[O:11])=[CH:6][CH:7]=2)[N:18]=1. The yield is 0.490. (2) No catalyst specified. The reactants are [NH2:1][C:2]1[C:3]([C:10]([O:12][CH3:13])=[O:11])=[N:4][C:5](Br)=[C:6]([F:8])[CH:7]=1.[F:14][C:15]1[CH:20]=[C:19]([O:21][CH:22]([CH3:24])[CH3:23])[CH:18]=[C:17]([F:25])[C:16]=1B1OC(C)(C)C(C)(C)O1. The yield is 0.440. The product is [NH2:1][C:2]1[C:3]([C:10]([O:12][CH3:13])=[O:11])=[N:4][C:5]([C:16]2[C:17]([F:25])=[CH:18][C:19]([O:21][CH:22]([CH3:23])[CH3:24])=[CH:20][C:15]=2[F:14])=[C:6]([F:8])[CH:7]=1.